From a dataset of Peptide-MHC class I binding affinity with 185,985 pairs from IEDB/IMGT. Regression. Given a peptide amino acid sequence and an MHC pseudo amino acid sequence, predict their binding affinity value. This is MHC class I binding data. (1) The peptide sequence is NPAWRKAVFI. The MHC is HLA-B51:01 with pseudo-sequence HLA-B51:01. The binding affinity (normalized) is 0.0175. (2) The peptide sequence is VELGSGNSF. The MHC is HLA-A02:06 with pseudo-sequence HLA-A02:06. The binding affinity (normalized) is 0.0847. (3) The peptide sequence is FLEQGGFKA. The MHC is HLA-A01:01 with pseudo-sequence HLA-A01:01. The binding affinity (normalized) is 0.0847. (4) The peptide sequence is TATLILAGV. The MHC is HLA-A68:02 with pseudo-sequence HLA-A68:02. The binding affinity (normalized) is 0.993. (5) The peptide sequence is KRQEILDLWVY. The MHC is HLA-A02:06 with pseudo-sequence HLA-A02:06. The binding affinity (normalized) is 0.176. (6) The peptide sequence is MHEDIISLW. The MHC is HLA-A02:03 with pseudo-sequence HLA-A02:03. The binding affinity (normalized) is 0.